Dataset: Forward reaction prediction with 1.9M reactions from USPTO patents (1976-2016). Task: Predict the product of the given reaction. (1) Given the reactants [OH:1][CH2:2][C:3]1[CH:4]=[C:5]([CH:13]=[CH:14][CH:15]=1)[O:6][CH2:7][C:8]([O:10][CH2:11][CH3:12])=[O:9].C(N(CC)CC)C.[CH3:23][S:24](Cl)(=[O:26])=[O:25].O, predict the reaction product. The product is: [CH3:23][S:24]([O:1][CH2:2][C:3]1[CH:4]=[C:5]([CH:13]=[CH:14][CH:15]=1)[O:6][CH2:7][C:8]([O:10][CH2:11][CH3:12])=[O:9])(=[O:26])=[O:25]. (2) Given the reactants [CH:1]1([NH:5][C:6]2[C:15]3[C:10](=[CH:11][C:12]([O:18][CH2:19][C:20]4[CH:21]=[C:22]([S:26]([CH2:34][CH3:35])(=[N:28]C(OCC)=O)=[O:27])[CH:23]=[CH:24][CH:25]=4)=[C:13]([O:16][CH3:17])[CH:14]=3)[N:9]=[CH:8][N:7]=2)[CH2:4][CH2:3][CH2:2]1.ClCCl.CO, predict the reaction product. The product is: [CH:1]1([NH:5][C:6]2[C:15]3[C:10](=[CH:11][C:12]([O:18][CH2:19][C:20]4[CH:21]=[C:22]([S:26]([CH2:34][CH3:35])(=[NH:28])=[O:27])[CH:23]=[CH:24][CH:25]=4)=[C:13]([O:16][CH3:17])[CH:14]=3)[N:9]=[CH:8][N:7]=2)[CH2:2][CH2:3][CH2:4]1. (3) Given the reactants [OH:1][C:2]([CH3:23])([CH3:22])[C@@H:3]([NH:5][C:6]([C:8]1[C:16]2[C:11](=[N:12][CH:13]=[C:14]([C:17]3[CH2:21][CH2:20][CH2:19][CH:18]=3)[N:15]=2)[NH:10][CH:9]=1)=[O:7])[CH3:4], predict the reaction product. The product is: [OH:1][C:2]([CH3:22])([CH3:23])[C@@H:3]([NH:5][C:6]([C:8]1[C:16]2[C:11](=[N:12][CH:13]=[C:14]([CH:17]3[CH2:21][CH2:20][CH2:19][CH2:18]3)[N:15]=2)[NH:10][CH:9]=1)=[O:7])[CH3:4]. (4) Given the reactants [Si]([O:8][CH2:9][CH2:10][C:11]1[S:15][C:14]([CH2:16][N:17]2[CH2:35][CH2:34][C:20]3([O:25][CH2:24][CH2:23][N:22]([C:26]([C:28]4[N:29]=[C:30]([CH3:33])[S:31][CH:32]=4)=[O:27])[CH2:21]3)[CH2:19][CH2:18]2)=[CH:13][CH:12]=1)(C(C)(C)C)(C)C.[F-].C([N+](CCCC)(CCCC)CCCC)CCC, predict the reaction product. The product is: [OH:8][CH2:9][CH2:10][C:11]1[S:15][C:14]([CH2:16][N:17]2[CH2:18][CH2:19][C:20]3([O:25][CH2:24][CH2:23][N:22]([C:26]([C:28]4[N:29]=[C:30]([CH3:33])[S:31][CH:32]=4)=[O:27])[CH2:21]3)[CH2:34][CH2:35]2)=[CH:13][CH:12]=1. (5) The product is: [CH3:1][O:2][C:3](=[O:29])[CH2:4][CH2:5][C:6]1[CH:7]=[N:8][C:9]2[C:14]([CH:15]=1)=[CH:13][CH:12]=[CH:11][C:10]=2[N:16]1[CH2:17][CH2:18][N:19]([C:22]([O:24][C:25]([CH3:27])([CH3:26])[CH3:28])=[O:23])[CH2:20][CH2:21]1. Given the reactants [CH3:1][O:2][C:3](=[O:29])/[CH:4]=[CH:5]/[C:6]1[CH:7]=[N:8][C:9]2[C:14]([CH:15]=1)=[CH:13][CH:12]=[CH:11][C:10]=2[N:16]1[CH2:21][CH2:20][N:19]([C:22]([O:24][C:25]([CH3:28])([CH3:27])[CH3:26])=[O:23])[CH2:18][CH2:17]1, predict the reaction product. (6) Given the reactants [F:1][C:2]1[CH:7]=[CH:6][C:5]([C:8]2[C:9]([C:20]3[CH:25]=[CH:24][C:23]([S:26](Cl)(=[O:28])=[O:27])=[CH:22][CH:21]=3)=[C:10]3[N:14]([C:15]=2[C:16]([O:18][CH3:19])=[O:17])[CH2:13][CH2:12][CH2:11]3)=[CH:4][CH:3]=1.[O-]S([O-])=O.[Na+].[Na+].[C:36]([O-])([O-])=O.[Na+].[Na+].CI, predict the reaction product. The product is: [F:1][C:2]1[CH:7]=[CH:6][C:5]([C:8]2[C:9]([C:20]3[CH:25]=[CH:24][C:23]([S:26]([CH3:36])(=[O:28])=[O:27])=[CH:22][CH:21]=3)=[C:10]3[N:14]([C:15]=2[C:16]([O:18][CH3:19])=[O:17])[CH2:13][CH2:12][CH2:11]3)=[CH:4][CH:3]=1.